This data is from Reaction yield outcomes from USPTO patents with 853,638 reactions. The task is: Predict the reaction yield, written as a fraction of the theoretical maximum amount of product (1.0 means a 100% yield; for example, 0.34 means a 34% yield). (1) The reactants are CO[CH2:3][N:4]([CH2:10][C:11]1[CH:16]=[CH:15][CH:14]=[CH:13][CH:12]=1)[CH2:5][Si](C)(C)C.[Cl:17][C:18]1[CH:23]=[CH:22][C:21](/[CH:24]=[CH:25]/[N+:26]([O-:28])=[O:27])=[CH:20][CH:19]=1.FC(F)(F)C(O)=O. The catalyst is C(Cl)Cl. The product is [CH2:10]([N:4]1[CH2:5][CH:25]([N+:26]([O-:28])=[O:27])[CH:24]([C:21]2[CH:22]=[CH:23][C:18]([Cl:17])=[CH:19][CH:20]=2)[CH2:3]1)[C:11]1[CH:16]=[CH:15][CH:14]=[CH:13][CH:12]=1. The yield is 0.790. (2) The reactants are [CH2:1]([C:3]1[CH:4]=[C:5]([C:9](=O)[CH3:10])[CH:6]=[CH:7][CH:8]=1)[CH3:2].[NH2:12][C:13]1[S:14]/[C:15](=[CH:19]\[C:20]2[CH:25]=[C:24]([O:26][CH3:27])[C:23]([OH:28])=[C:22]([Cl:29])[CH:21]=2)/[C:16](=[O:18])[N:17]=1. No catalyst specified. The product is [Cl:29][C:22]1[CH:21]=[C:20](/[CH:19]=[C:15]2/[C:16](=[O:18])[N:17]3[CH:10]=[C:9]([C:5]4[CH:6]=[CH:7][CH:8]=[C:3]([CH2:1][CH3:2])[CH:4]=4)[N:12]=[C:13]3[S:14]/2)[CH:25]=[C:24]([O:26][CH3:27])[C:23]=1[OH:28]. The yield is 0.120. (3) The reactants are [CH:1]([C:4]1[CH:25]=[CH:24][C:7]([CH2:8][C:9]2[C:21]([CH3:22])=[CH:20][C:19]([CH3:23])=[CH:18][C:10]=2[O:11][CH2:12][C:13]([O:15]CC)=[O:14])=[CH:6][CH:5]=1)([CH3:3])[CH3:2]. The catalyst is C(OCC)(=O)C.CCCCCC. The product is [CH:1]([C:4]1[CH:5]=[CH:6][C:7]([CH2:8][C:9]2[C:21]([CH3:22])=[CH:20][C:19]([CH3:23])=[CH:18][C:10]=2[O:11][CH2:12][C:13]([OH:15])=[O:14])=[CH:24][CH:25]=1)([CH3:3])[CH3:2]. The yield is 0.750. (4) The reactants are FC1C=CC(C[O:7][C:8]2[CH:17]=[C:16]3[C:11]([CH:12]=[C:13](C(OCC)=O)[CH:14]=[N:15]3)=[N:10][CH:9]=2)=CC=1.O[C:26]1C=C2C(C=C(C(OCC)=O)C=N2)=NC=1.C([O-])([O-])=O.[Cs+].[Cs+].[F:47][C:48]1[CH:55]=[CH:54][C:51]([CH2:52]Cl)=[CH:50][CH:49]=1.CCO[C:59]([CH3:61])=[O:60]. The catalyst is CN(C=O)C.O. The product is [F:47][C:48]1[CH:55]=[CH:54][C:51]([CH2:52][O:7][C:8]2[CH:17]=[C:16]3[C:11]([CH:12]=[C:13]([C:59]([OH:60])([CH3:61])[CH3:26])[CH:14]=[N:15]3)=[N:10][CH:9]=2)=[CH:50][CH:49]=1. The yield is 0.670. (5) The reactants are Br[C:2]1[C:3]([O:18][CH2:19][C:20]2[C:21]([C:26]3[CH:31]=[CH:30][CH:29]=[CH:28][CH:27]=3)=[N:22][O:23][C:24]=2[CH3:25])=[N:4][C:5]([CH3:17])=[C:6]([CH:16]=1)[C:7]([NH:9][CH:10]1[CH2:15][CH2:14][O:13][CH2:12][CH2:11]1)=[O:8].C([O-])=O.[NH4+]. The catalyst is CO.C1COCC1.[Pd]. The product is [CH3:17][C:5]1[N:4]=[C:3]([O:18][CH2:19][C:20]2[C:21]([C:26]3[CH:31]=[CH:30][CH:29]=[CH:28][CH:27]=3)=[N:22][O:23][C:24]=2[CH3:25])[CH:2]=[CH:16][C:6]=1[C:7]([NH:9][CH:10]1[CH2:11][CH2:12][O:13][CH2:14][CH2:15]1)=[O:8]. The yield is 0.200. (6) The reactants are [C:1]([C:3]1[CH2:7][N:6]([C:8]([O:10][C:11]([CH3:14])([CH3:13])[CH3:12])=[O:9])[C:5]([CH3:16])([CH3:15])[C:4]=1O)#[N:2].O.[NH2:19][NH2:20].CC(O)=O. The catalyst is C(O)C. The product is [NH2:2][C:1]1[NH:20][N:19]=[C:4]2[C:5]([CH3:16])([CH3:15])[N:6]([C:8]([O:10][C:11]([CH3:14])([CH3:13])[CH3:12])=[O:9])[CH2:7][C:3]=12. The yield is 0.880.